This data is from Full USPTO retrosynthesis dataset with 1.9M reactions from patents (1976-2016). The task is: Predict the reactants needed to synthesize the given product. (1) Given the product [F:35][CH2:11][CH2:12][CH2:13][CH2:14][C:15]1[CH:20]=[CH:19][C:18]([CH2:21][CH2:22][O:23][C:24]2[C:33]3[C:28](=[CH:29][CH:30]=[CH:31][CH:32]=3)[N:27]=[CH:26][N:25]=2)=[CH:17][CH:16]=1, predict the reactants needed to synthesize it. The reactants are: C1(C)C=CC(S(O[CH2:11][CH2:12][CH2:13][CH2:14][C:15]2[CH:20]=[CH:19][C:18]([CH2:21][CH2:22][O:23][C:24]3[C:33]4[C:28](=[CH:29][CH:30]=[CH:31][CH:32]=4)[N:27]=[CH:26][N:25]=3)=[CH:17][CH:16]=2)(=O)=O)=CC=1.[F-:35].[K+].C1N2CCOCCOCCN(CCOCCOCC2)CCOCCOC1.C1COCC1. (2) Given the product [CH3:22][O:23][C:24](=[O:25])[NH:26][CH:27]([C:28]([N:18]1[CH2:19][CH2:20][CH2:21][CH:17]1[C:15]1[NH:16][C:12]([C:5]2[C:6]3[C:11](=[CH:10][CH:9]=[CH:8][CH:7]=3)[C:2]([Br:1])=[CH:3][CH:4]=2)=[CH:13][N:14]=1)=[O:29])[CH:31]([CH3:33])[CH3:32], predict the reactants needed to synthesize it. The reactants are: [Br:1][C:2]1[C:11]2[C:6](=[CH:7][CH:8]=[CH:9][CH:10]=2)[C:5]([C:12]2[NH:16][C:15]([CH:17]3[CH2:21][CH2:20][CH2:19][NH:18]3)=[N:14][CH:13]=2)=[CH:4][CH:3]=1.[CH3:22][O:23][C:24]([NH:26][CH:27]([CH:31]([CH3:33])[CH3:32])[C:28](O)=[O:29])=[O:25].CN(C(ON1N=NC2C=CC=NC1=2)=[N+](C)C)C.F[P-](F)(F)(F)(F)F.CN1CCOCC1. (3) Given the product [CH3:36][C:31]1[C:30]([C:27]2[CH:26]=[CH:25][C:24]([C:20]3[O:21][C:22]([CH3:23])=[C:18]([CH2:17][CH2:16][O:15][C:12]4[CH:11]=[CH:10][C:9]([O:8][C:5]([CH3:7])([CH3:6])[C:4]([OH:37])=[O:3])=[CH:14][CH:13]=4)[N:19]=3)=[CH:29][CH:28]=2)=[C:34]([CH3:35])[O:33][N:32]=1, predict the reactants needed to synthesize it. The reactants are: C([O:3][C:4](=[O:37])[C:5]([O:8][C:9]1[CH:14]=[CH:13][C:12]([O:15][CH2:16][CH2:17][C:18]2[N:19]=[C:20]([C:24]3[CH:29]=[CH:28][C:27]([C:30]4[C:31]([CH3:36])=[N:32][O:33][C:34]=4[CH3:35])=[CH:26][CH:25]=3)[O:21][C:22]=2[CH3:23])=[CH:11][CH:10]=1)([CH3:7])[CH3:6])C.[OH-].[Na+].C(OCC)(=O)C. (4) The reactants are: [Cl:1][C:2]1[CH:7]=[CH:6][C:5]([OH:8])=[CH:4][C:3]=1[N:9]1[C:13]2[CH:14]=[CH:15][CH:16]=[C:17]([C:18]([F:21])([F:20])[F:19])[C:12]=2[N:11]=[CH:10]1.F[C:23]1[CH:28]=[CH:27][CH:26]=[C:25]([S:29]([CH3:32])(=[O:31])=[O:30])[CH:24]=1. Given the product [Cl:1][C:2]1[CH:7]=[CH:6][C:5]([O:8][C:23]2[CH:28]=[CH:27][CH:26]=[C:25]([S:29]([CH3:32])(=[O:31])=[O:30])[CH:24]=2)=[CH:4][C:3]=1[N:9]1[C:13]2[CH:14]=[CH:15][CH:16]=[C:17]([C:18]([F:21])([F:19])[F:20])[C:12]=2[N:11]=[CH:10]1, predict the reactants needed to synthesize it. (5) Given the product [Br:1][C:2]1[N:6]2[N:7]=[C:8]([Cl:12])[CH:9]=[C:10]([NH:13][C:14]3[CH:19]=[CH:18][C:17]([S:20]([NH:23][CH3:24])(=[O:22])=[O:21])=[CH:16][CH:15]=3)[C:5]2=[N:4][CH:3]=1, predict the reactants needed to synthesize it. The reactants are: [Br:1][C:2]1[N:6]2[N:7]=[C:8]([Cl:12])[CH:9]=[C:10](Br)[C:5]2=[N:4][CH:3]=1.[NH2:13][C:14]1[CH:19]=[CH:18][C:17]([S:20]([NH:23][CH3:24])(=[O:22])=[O:21])=[CH:16][CH:15]=1.CC(C)([O-])C.[K+]. (6) Given the product [C:33]([C:29]1[C:28](=[O:36])[C@@:27]2([CH3:37])[C:23]3[C:22]([OH:38])=[CH:21][C:20]([O:39][CH3:40])=[C:19]([C:17]([NH:16][CH2:15][C:6]4[C:7]5[C:12](=[CH:11][CH:10]=[CH:9][CH:8]=5)[CH:13]=[CH:14][C:5]=4[OH:4])=[O:18])[C:24]=3[O:25][C:26]2=[CH:31][C:30]=1[OH:32])(=[O:35])[CH3:34], predict the reactants needed to synthesize it. The reactants are: C([O:4][C:5]1[CH:14]=[CH:13][C:12]2[C:7](=[CH:8][CH:9]=[CH:10][CH:11]=2)[C:6]=1[CH2:15][NH:16][C:17]([C:19]1[C:24]2[O:25][C:26]3[C@@:27]([CH3:37])([C:28](=[O:36])[C:29]([C:33](=[O:35])[CH3:34])=[C:30]([OH:32])[CH:31]=3)[C:23]=2[C:22]([OH:38])=[CH:21][C:20]=1[O:39][CH3:40])=[O:18])(=O)C.C(=O)([O-])[O-].[K+].[K+].Cl. (7) Given the product [CH3:21][N:20]1[C:16]2[CH:15]=[C:14]([NH:25][S:26]([C:29]3[N:30]=[CH:31][N:32]([CH3:34])[CH:33]=3)(=[O:28])=[O:27])[C:13]([O:12][C:11]3[CH:10]=[C:9]([CH:37]=[C:36]([O:38][CH2:39][CH2:40][CH3:41])[CH:35]=3)[O:8][CH2:7][CH2:6][CH2:5][CH2:4][CH2:3][CH2:2][NH:1][C:49](=[O:51])[CH3:50])=[CH:24][C:17]=2[N:18]([CH3:23])[C:19]1=[O:22], predict the reactants needed to synthesize it. The reactants are: [NH2:1][CH2:2][CH2:3][CH2:4][CH2:5][CH2:6][CH2:7][O:8][C:9]1[CH:10]=[C:11]([CH:35]=[C:36]([O:38][CH2:39][CH2:40][CH3:41])[CH:37]=1)[O:12][C:13]1[C:14]([NH:25][S:26]([C:29]2[N:30]=[CH:31][N:32]([CH3:34])[CH:33]=2)(=[O:28])=[O:27])=[CH:15][C:16]2[N:20]([CH3:21])[C:19](=[O:22])[N:18]([CH3:23])[C:17]=2[CH:24]=1.C(N(CC)CC)C.[C:49](OC(=O)C)(=[O:51])[CH3:50].